Dataset: Full USPTO retrosynthesis dataset with 1.9M reactions from patents (1976-2016). Task: Predict the reactants needed to synthesize the given product. (1) Given the product [C:28]([C:25]1[CH:26]=[CH:27][C:22]([O:21][CH2:20][C:17]2[CH:18]=[CH:19][C:14]([S:11]([NH:10][C:7]3[CH:8]=[CH:9][C:4]([C:3]([OH:35])=[O:2])=[CH:5][CH:6]=3)(=[O:13])=[O:12])=[CH:15][CH:16]=2)=[C:23]([CH2:32][CH2:33][CH3:34])[C:24]=1[OH:31])(=[O:30])[CH3:29], predict the reactants needed to synthesize it. The reactants are: C[O:2][C:3](=[O:35])[C:4]1[CH:9]=[CH:8][C:7]([NH:10][S:11]([C:14]2[CH:19]=[CH:18][C:17]([CH2:20][O:21][C:22]3[CH:27]=[CH:26][C:25]([C:28](=[O:30])[CH3:29])=[C:24]([OH:31])[C:23]=3[CH2:32][CH2:33][CH3:34])=[CH:16][CH:15]=2)(=[O:13])=[O:12])=[CH:6][CH:5]=1.[OH-].[Li+]. (2) Given the product [C:17]([O:25][CH2:26][C@@H:27]1[C@@H:31]([F:32])[C@:30]([O:34][C:35](=[O:42])[C:36]2[CH:37]=[CH:38][CH:39]=[CH:40][CH:41]=2)([CH3:33])[C@H:29]([N:13]2[CH:14]=[CH:15][C:10]([NH:9][C:1](=[O:8])[C:2]3[CH:7]=[CH:6][CH:5]=[CH:4][CH:3]=3)=[N:11][C:12]2=[O:16])[O:28]1)(=[O:24])[C:18]1[CH:23]=[CH:22][CH:21]=[CH:20][CH:19]=1, predict the reactants needed to synthesize it. The reactants are: [C:1]([NH:9][C:10]1[CH:15]=[CH:14][NH:13][C:12](=[O:16])[N:11]=1)(=[O:8])[C:2]1[CH:7]=[CH:6][CH:5]=[CH:4][CH:3]=1.[C:17]([O:25][CH2:26][C@@H:27]1[C@@H:31]([F:32])[C@:30]([O:34][C:35](=[O:42])[C:36]2[CH:41]=[CH:40][CH:39]=[CH:38][CH:37]=2)([CH3:33])[CH:29](OC(=O)C)[O:28]1)(=[O:24])[C:18]1[CH:23]=[CH:22][CH:21]=[CH:20][CH:19]=1.C1CCN2C(=NCCC2)CC1.[Si](OS(C(F)(F)F)(=O)=O)(C)(C)C. (3) Given the product [Cl:29][C:26]1[CH:25]=[CH:24][C:23]([C:15]([C:16]2[CH:21]=[CH:20][C:19]([Cl:22])=[CH:18][CH:17]=2)=[CH:14][CH2:13][S:12][C:9]2[CH:10]=[CH:11][C:6]([O:5][CH2:4][C:3]([OH:31])=[O:2])=[C:7]([CH3:30])[CH:8]=2)=[CH:28][CH:27]=1, predict the reactants needed to synthesize it. The reactants are: C[O:2][C:3](=[O:31])[CH2:4][O:5][C:6]1[CH:11]=[CH:10][C:9]([S:12][CH2:13][CH:14]=[C:15]([C:23]2[CH:28]=[CH:27][C:26]([Cl:29])=[CH:25][CH:24]=2)[C:16]2[CH:21]=[CH:20][C:19]([Cl:22])=[CH:18][CH:17]=2)=[CH:8][C:7]=1[CH3:30].[OH-].[Na+].Cl. (4) Given the product [O:23]1[C:24]2[CH:30]=[CH:29][CH:28]=[CH:27][C:25]=2[N:26]=[C:22]1[C:20]1[S:21][C:14]2[C:15](=[N:16][CH:17]=[CH:18][C:13]=2[NH:11][C:7]2[CH:8]=[C:9]3[C:4](=[CH:5][CH:6]=2)[NH:3][C:2]([CH3:1])=[CH:10]3)[CH:19]=1, predict the reactants needed to synthesize it. The reactants are: [CH3:1][C:2]1[NH:3][C:4]2[C:9]([CH:10]=1)=[CH:8][C:7]([NH2:11])=[CH:6][CH:5]=2.Cl[C:13]1[CH:18]=[CH:17][N:16]=[C:15]2[CH:19]=[C:20]([C:22]3[O:23][C:24]4[CH:30]=[CH:29][CH:28]=[CH:27][C:25]=4[N:26]=3)[S:21][C:14]=12. (5) Given the product [Br:1][C:2]1[CH:14]=[CH:13][C:12]2[C:11]3[C:6](=[CH:7][C:8]([Br:15])=[CH:9][CH:10]=3)[N:5]([CH2:28][CH2:27][CH2:26][CH2:25][CH2:24][CH2:23][CH2:22][CH2:21][CH2:20][CH2:19][CH2:18][CH3:17])[C:4]=2[CH:3]=1, predict the reactants needed to synthesize it. The reactants are: [Br:1][C:2]1[CH:14]=[CH:13][C:12]2[C:11]3[C:6](=[CH:7][C:8]([Br:15])=[CH:9][CH:10]=3)[NH:5][C:4]=2[CH:3]=1.Br[CH2:17][CH2:18][CH2:19][CH2:20][CH2:21][CH2:22][CH2:23][CH2:24][CH2:25][CH2:26][CH2:27][CH3:28].[OH-].[Na+]. (6) Given the product [CH2:11]([O:18][C:19]1[CH:24]=[CH:23][C:22]([Cl:25])=[CH:21][C:20]=1[B:27]([OH:30])[OH:28])[C:12]1[CH:17]=[CH:16][CH:15]=[CH:14][CH:13]=1, predict the reactants needed to synthesize it. The reactants are: C([Mg]Cl)(C)C.C(OCC)C.[CH2:11]([O:18][C:19]1[CH:24]=[CH:23][C:22]([Cl:25])=[CH:21][C:20]=1I)[C:12]1[CH:17]=[CH:16][CH:15]=[CH:14][CH:13]=1.[B:27](OC)([O:30]C)[O:28]C.Cl.